From a dataset of Full USPTO retrosynthesis dataset with 1.9M reactions from patents (1976-2016). Predict the reactants needed to synthesize the given product. (1) Given the product [CH3:6][O:7][C:8]1[CH:9]=[C:10]([C:16]([C:20]2[CH:25]=[CH:24][C:23]([O:26][CH3:27])=[C:22]([NH2:28])[CH:21]=2)=[CH2:17])[CH:11]=[C:12]([O:14][CH3:15])[CH:13]=1, predict the reactants needed to synthesize it. The reactants are: O.O.Cl[Sn]Cl.[CH3:6][O:7][C:8]1[CH:9]=[C:10]([C:16]([C:20]2[CH:25]=[CH:24][C:23]([O:26][CH3:27])=[C:22]([N+:28]([O-])=O)[CH:21]=2)=[CH:17]C#N)[CH:11]=[C:12]([O:14][CH3:15])[CH:13]=1.[OH-].[Na+]. (2) Given the product [CH:15]1([C:21]([C:23]2[CH:24]=[CH:25][C:26]([O:29][CH2:30][C:31]3[CH:36]=[CH:35][CH:34]=[CH:33][CH:32]=3)=[CH:27][C:28]=2[S:8][CH2:7][C:1]2[CH:6]=[CH:5][CH:4]=[CH:3][CH:2]=2)=[O:22])[CH2:20][CH2:19][CH2:18][CH2:17][CH2:16]1, predict the reactants needed to synthesize it. The reactants are: [C:1]1([CH2:7][SH:8])[CH:6]=[CH:5][CH:4]=[CH:3][CH:2]=1.CC(C)([O-])C.[K+].[CH:15]1([C:21]([C:23]2[CH:28]=[CH:27][C:26]([O:29][CH2:30][C:31]3[CH:36]=[CH:35][CH:34]=[CH:33][CH:32]=3)=[CH:25][C:24]=2F)=[O:22])[CH2:20][CH2:19][CH2:18][CH2:17][CH2:16]1.[NH4+].[Cl-]. (3) Given the product [CH:12]1([NH:15][C:16](=[O:41])[C:17]2[CH:22]=[C:21]([F:23])[C:20]([CH3:24])=[C:19]([C:25]3[CH:30]=[CH:29][C:28]([C:31]([N:33]4[CH2:38][CH2:37][CH2:36][CH:35]([CH2:39][CH3:40])[CH2:34]4)=[O:32])=[CH:27][N+:26]=3[O-:9])[CH:18]=2)[CH2:14][CH2:13]1, predict the reactants needed to synthesize it. The reactants are: C1C=C(Cl)C=C(C(OO)=[O:9])C=1.[CH:12]1([NH:15][C:16](=[O:41])[C:17]2[CH:22]=[C:21]([F:23])[C:20]([CH3:24])=[C:19]([C:25]3[CH:30]=[CH:29][C:28]([C:31]([N:33]4[CH2:38][CH2:37][CH2:36][CH:35]([CH2:39][CH3:40])[CH2:34]4)=[O:32])=[CH:27][N:26]=3)[CH:18]=2)[CH2:14][CH2:13]1. (4) Given the product [C:1]([O:5][C:6]([C:8]1[CH:13]=[CH:12][C:11]([C:14]([OH:26])([C:20]2[CH:21]=[CH:22][CH:23]=[CH:24][CH:25]=2)[C:15]([OH:17])=[O:16])=[CH:10][CH:9]=1)=[O:7])([CH3:4])([CH3:2])[CH3:3], predict the reactants needed to synthesize it. The reactants are: [C:1]([O:5][C:6]([C:8]1[CH:13]=[CH:12][C:11]([C:14]([OH:26])([C:20]2[CH:25]=[CH:24][CH:23]=[CH:22][CH:21]=2)[C:15]([O:17]CC)=[O:16])=[CH:10][CH:9]=1)=[O:7])([CH3:4])([CH3:3])[CH3:2].[OH-].[Na+]. (5) Given the product [Cl:28][C:23]1[CH:24]=[CH:25][CH:26]=[C:27]2[C:22]=1[N:21]=[C:20]([O:29][CH2:30][CH3:31])[CH:19]=[C:18]2[O:17][CH:15]1[CH2:16][N:12]([C:10](=[O:11])[CH:9]([NH:8][C:55]([O:54][C:50]2([C:49]([F:48])([F:67])[F:68])[CH2:51][CH2:52][CH2:53]2)=[O:66])[C:43]([CH3:44])([CH3:46])[CH3:45])[CH:13]([C:32]([NH:34][C:35]2([C:40]([OH:42])=[O:41])[CH2:37][CH:36]2[CH2:38][CH3:39])=[O:33])[CH2:14]1, predict the reactants needed to synthesize it. The reactants are: C(OC([NH:8][CH:9]([C:43]([CH3:46])([CH3:45])[CH3:44])[C:10]([N:12]1[CH2:16][CH:15]([O:17][C:18]2[C:27]3[C:22](=[C:23]([Cl:28])[CH:24]=[CH:25][CH:26]=3)[N:21]=[C:20]([O:29][CH2:30][CH3:31])[CH:19]=2)[CH2:14][CH:13]1[C:32]([NH:34][C:35]1([C:40]([OH:42])=[O:41])[CH2:37][CH:36]1[CH2:38][CH3:39])=[O:33])=[O:11])=O)(C)(C)C.Cl.[F:48][C:49]([F:68])([F:67])[C:50]1([O:54][C:55](=[O:66])OC2C=CC([N+]([O-])=O)=CC=2)[CH2:53][CH2:52][CH2:51]1.OS([O-])(=O)=O.[K+]. (6) Given the product [N:1]1([C:10]2[S:14][C:13]([C:15](=[N:22][OH:23])[CH2:16][CH2:17][CH2:18][CH3:19])=[CH:12][CH:11]=2)[C:5]2[CH:6]=[CH:7][CH:8]=[CH:9][C:4]=2[N:3]=[CH:2]1, predict the reactants needed to synthesize it. The reactants are: [N:1]1([C:10]2[S:14][C:13]([C:15](=O)[CH2:16][CH2:17][CH2:18][CH3:19])=[CH:12][CH:11]=2)[C:5]2[CH:6]=[CH:7][CH:8]=[CH:9][C:4]=2[N:3]=[CH:2]1.Cl.[NH2:22][OH:23].N1C=CC=CC=1. (7) Given the product [CH3:25][O:26][C:14](=[O:18])[CH:13]=[CH:12][C:11]1[CH:10]=[CH:9][C:8]([CH2:7][O:6][C:5]2[CH:19]=[C:20]([F:23])[CH:21]=[CH:22][C:4]=2[F:3])=[CH:17][C:16]=1[OH:15], predict the reactants needed to synthesize it. The reactants are: [H-].[Na+].[F:3][C:4]1[CH:22]=[CH:21][C:20]([F:23])=[CH:19][C:5]=1[O:6][CH2:7][C:8]1[CH:17]=[C:16]2[C:11]([CH:12]=[CH:13][C:14](=[O:18])[O:15]2)=[CH:10][CH:9]=1.Cl.[CH3:25][OH:26]. (8) Given the product [CH3:22][C:28]([C:3]1[C:2]([F:1])=[CH:7][CH:6]=[CH:5][C:4]=1[C:8]1[C:17]2[C:12](=[CH:13][CH:14]=[CH:15][CH:16]=2)[CH:11]=[CH:10][N:9]=1)([OH:27])[CH3:24], predict the reactants needed to synthesize it. The reactants are: [F:1][C:2]1[C:3](CC(O)=O)=[C:4]([C:8]2[C:17]3[C:12](=[CH:13][CH:14]=[CH:15][CH:16]=3)[CH:11]=[CH:10][N:9]=2)[CH:5]=[CH:6][CH:7]=1.[CH3:22][Li].[CH2:24]1[CH2:28][O:27]CC1. (9) Given the product [CH3:19][C:17]([CH3:20])([S:21]([NH:23][CH:24]([C:2]1[C:7]([F:8])=[CH:6][CH:5]=[CH:4][C:3]=1[O:9][CH2:10][CH3:11])[CH2:25][CH:26]([CH3:32])[C:27]([O:29][CH2:30][CH3:31])=[O:28])=[O:22])[CH3:18], predict the reactants needed to synthesize it. The reactants are: Br[C:2]1[C:7]([F:8])=[CH:6][CH:5]=[CH:4][C:3]=1[O:9][CH2:10][CH3:11].[Li]CCCC.[C:17]([S:21]([N:23]=[CH:24][CH2:25][CH:26]([CH3:32])[C:27]([O:29][CH2:30][CH3:31])=[O:28])=[O:22])([CH3:20])([CH3:19])[CH3:18].[NH4+].[Cl-].